From a dataset of Forward reaction prediction with 1.9M reactions from USPTO patents (1976-2016). Predict the product of the given reaction. (1) Given the reactants C([O:8][C:9]1[C:38]([CH3:39])=[CH:37][C:12]([C:13]([C:15]2[N:20]=[CH:19][N:18]=[C:17]([N:21]3[CH2:26][CH2:25][CH:24]([N:27]4[C:35]5[C:30](=[N:31][CH:32]=[CH:33][CH:34]=5)[NH:29][C:28]4=[O:36])[CH2:23][CH2:22]3)[CH:16]=2)=[O:14])=[CH:11][C:10]=1[CH3:40])C1C=CC=CC=1.[H][H], predict the reaction product. The product is: [OH:8][C:9]1[C:10]([CH3:40])=[CH:11][C:12]([C:13]([C:15]2[N:20]=[CH:19][N:18]=[C:17]([N:21]3[CH2:26][CH2:25][CH:24]([N:27]4[C:35]5[C:30](=[N:31][CH:32]=[CH:33][CH:34]=5)[NH:29][C:28]4=[O:36])[CH2:23][CH2:22]3)[CH:16]=2)=[O:14])=[CH:37][C:38]=1[CH3:39]. (2) Given the reactants [C:1]([C:3]1[CH:4]=[C:5]2[C:11]([C:12]3[CH:13]=[C:14]([CH:35]=[CH:36][CH:37]=3)[CH2:15][NH:16][C:17]([C:19]3[C:20](=[O:34])[N:21]([CH2:25][C:26]4[CH:31]=[CH:30][C:29]([F:32])=[C:28]([F:33])[CH:27]=4)[CH:22]=[CH:23][CH:24]=3)=[O:18])=[CH:10][NH:9][C:6]2=[N:7][CH:8]=1)#[N:2].FC1C=C(C=CC=1F)CN1C=CC=C(C(NCC2C=C(B(O)O)C=CC=2)=O)C1=O.[B].C(OC(=O)NCC1C=C2C=CNC2=NC=1)(C)(C)C, predict the reaction product. The product is: [NH2:2][CH2:1][C:3]1[CH:4]=[C:5]2[C:11]([C:12]3[CH:13]=[C:14]([CH:35]=[CH:36][CH:37]=3)[CH2:15][NH:16][C:17]([C:19]3[C:20](=[O:34])[N:21]([CH2:25][C:26]4[CH:31]=[CH:30][C:29]([F:32])=[C:28]([F:33])[CH:27]=4)[CH:22]=[CH:23][CH:24]=3)=[O:18])=[CH:10][NH:9][C:6]2=[N:7][CH:8]=1. (3) The product is: [CH3:3][O:4][C:5](=[O:11])[C:6]([CH3:10])([CH3:9])[CH2:7][O:8][CH2:12][C:13]1[CH:18]=[CH:17][CH:16]=[CH:15][CH:14]=1. Given the reactants [H-].[Na+].[CH3:3][O:4][C:5](=[O:11])[C:6]([CH3:10])([CH3:9])[CH2:7][OH:8].[CH2:12](Br)[C:13]1[CH:18]=[CH:17][CH:16]=[CH:15][CH:14]=1, predict the reaction product.